From a dataset of Full USPTO retrosynthesis dataset with 1.9M reactions from patents (1976-2016). Predict the reactants needed to synthesize the given product. (1) Given the product [CH2:26]1[N:31]([C:2]2[N:7]3[CH:8]=[C:9]([CH2:11][N:12]4[C@H:25]5[C@H:16]([CH2:17][CH2:18][C:19]6[C:24]5=[N:23][CH:22]=[CH:21][CH:20]=6)[CH2:15][CH2:14][CH2:13]4)[N:10]=[C:6]3[CH:5]=[CH:4][CH:3]=2)[CH2:30][CH2:29][N:28]2[CH2:32][CH2:33][CH2:34][C@@H:27]12, predict the reactants needed to synthesize it. The reactants are: F[C:2]1[N:7]2[CH:8]=[C:9]([CH2:11][N:12]3[C@H:25]4[C@H:16]([CH2:17][CH2:18][C:19]5[C:24]4=[N:23][CH:22]=[CH:21][CH:20]=5)[CH2:15][CH2:14][CH2:13]3)[N:10]=[C:6]2[CH:5]=[CH:4][CH:3]=1.[CH2:26]1[NH:31][CH2:30][CH2:29][N:28]2[CH2:32][CH2:33][CH2:34][C@@H:27]12. (2) Given the product [Cl:4][C:5]1[CH:6]=[C:7]([CH2:8][NH:2][CH3:1])[CH:10]=[CH:11][CH:12]=1, predict the reactants needed to synthesize it. The reactants are: [CH3:1][NH2:2].O.[Cl:4][C:5]1[CH:6]=[C:7]([CH:10]=[CH:11][CH:12]=1)[CH2:8]Cl. (3) Given the product [CH3:1][C:2]1[C:6]2[CH:7]=[CH:8][C:9]([C:11]([F:14])([F:12])[F:13])=[CH:10][C:5]=2[S:4][C:3]=1[CH:15]([CH2:22][CH2:23][CH3:24])[CH2:16][CH2:17][OH:18], predict the reactants needed to synthesize it. The reactants are: [CH3:1][C:2]1[C:6]2[CH:7]=[CH:8][C:9]([C:11]([F:14])([F:13])[F:12])=[CH:10][C:5]=2[S:4][C:3]=1[CH:15]([CH2:22][CH2:23][CH3:24])[CH2:16][C:17](OCC)=[O:18].[H-].C([Al+]CC(C)C)C(C)C.O. (4) Given the product [C:15]1([N:21]([CH:22]2[CH2:27][CH2:26][N:25]([C:28]([O:30][CH2:31][C@@H:32]([N:34]([CH2:35][C:36]3[CH:37]=[CH:38][CH:39]=[CH:40][CH:41]=3)[CH2:42][C:43]3[CH:44]=[CH:45][CH:46]=[CH:47][CH:48]=3)[CH3:33])=[O:29])[CH2:24][CH2:23]2)[S:9]([C:5]2[CH:6]=[CH:7][CH:8]=[C:3]([C:2]([F:14])([F:13])[F:1])[CH:4]=2)(=[O:11])=[O:10])[CH:16]=[CH:17][CH:18]=[CH:19][CH:20]=1, predict the reactants needed to synthesize it. The reactants are: [F:1][C:2]([F:14])([F:13])[C:3]1[CH:4]=[C:5]([S:9](Cl)(=[O:11])=[O:10])[CH:6]=[CH:7][CH:8]=1.[C:15]1([NH:21][CH:22]2[CH2:27][CH2:26][N:25]([C:28]([O:30][CH2:31][C@@H:32]([N:34]([CH2:42][C:43]3[CH:48]=[CH:47][CH:46]=[CH:45][CH:44]=3)[CH2:35][C:36]3[CH:41]=[CH:40][CH:39]=[CH:38][CH:37]=3)[CH3:33])=[O:29])[CH2:24][CH2:23]2)[CH:20]=[CH:19][CH:18]=[CH:17][CH:16]=1. (5) Given the product [Cl:1][C:2]1[CH:7]=[CH:6][C:5]([C:8]([N:13]2[C:21]3[C:16](=[C:17]([N:22]([CH2:27][O:28][CH2:29][CH2:30][Si:31]([CH3:33])([CH3:32])[CH3:34])[S:23]([CH3:26])(=[O:24])=[O:25])[CH:18]=[CH:19][CH:20]=3)[CH:15]=[N:14]2)([CH2:11][CH3:12])[CH:9]=[O:10])=[CH:4][CH:3]=1, predict the reactants needed to synthesize it. The reactants are: [Cl:1][C:2]1[CH:7]=[CH:6][C:5]([C:8]([N:13]2[C:21]3[C:16](=[C:17]([N:22]([CH2:27][O:28][CH2:29][CH2:30][Si:31]([CH3:34])([CH3:33])[CH3:32])[S:23]([CH3:26])(=[O:25])=[O:24])[CH:18]=[CH:19][CH:20]=3)[CH:15]=[N:14]2)([CH2:11][CH3:12])[CH2:9][OH:10])=[CH:4][CH:3]=1.CC(OI1(OC(C)=O)(OC(C)=O)OC(=O)C2C=CC=CC1=2)=O. (6) The reactants are: [I:1][C:2]1[CH:3]=[C:4]2[C:9](=[CH:10][C:11]=1[O:12][CH3:13])[O:8][CH:7]([C:14]([F:17])([F:16])[F:15])[C:6]([C:18]([O:20]CC)=[O:19])=[CH:5]2.O.[OH-].[Li+]. Given the product [I:1][C:2]1[CH:3]=[C:4]2[C:9](=[CH:10][C:11]=1[O:12][CH3:13])[O:8][CH:7]([C:14]([F:17])([F:15])[F:16])[C:6]([C:18]([OH:20])=[O:19])=[CH:5]2, predict the reactants needed to synthesize it. (7) Given the product [NH2:4][CH2:3][CH:2]([OH:1])[CH2:15][N:16]1[CH:20]=[CH:19][N:18]=[C:17]1[N+:21]([O-:23])=[O:22], predict the reactants needed to synthesize it. The reactants are: [OH:1][CH:2]([CH2:15][N:16]1[CH:20]=[CH:19][N:18]=[C:17]1[N+:21]([O-:23])=[O:22])[CH2:3][N:4]1C(=O)C2C(=CC=CC=2)C1=O.NN.